From a dataset of Forward reaction prediction with 1.9M reactions from USPTO patents (1976-2016). Predict the product of the given reaction. (1) Given the reactants [N:1]1[N:2]([C:6]2[CH:11]=[CH:10][CH:9]=[CH:8][C:7]=2[C:12]([N:14]2[CH2:19][C@H:18]([OH:20])[CH2:17][CH2:16][C@H:15]2[CH3:21])=[O:13])[N:3]=[CH:4][CH:5]=1.[H-].[Na+].F[C:25]1[CH:26]=[C:27]([CH:34]=[CH:35][N:36]=1)[C:28](N(OC)C)=[O:29].[OH2:37], predict the reaction product. The product is: [CH3:21][CH:15]1[N:14]([C:12](=[O:13])[C:7]2[CH:8]=[CH:9][CH:10]=[CH:11][C:6]=2[N:2]2[N:3]=[CH:4][CH:5]=[N:1]2)[CH2:19][CH:18]([O:20][C:25]2[CH:26]=[C:27]([CH:34]=[CH:35][N:36]=2)[C:28]([OH:37])=[O:29])[CH2:17][CH2:16]1. (2) Given the reactants [Cl:1][C:2]1[CH:11]=[C:10]2[C:5]([C:6](=[O:38])[N:7]([NH:31][C:32]3[CH:37]=[CH:36][CH:35]=[CH:34][CH:33]=3)[C:8]([C@H:12]([NH:16][CH2:17][CH2:18][CH2:19][NH:20][C:21](=[O:30])[O:22][CH2:23][C:24]3[CH:29]=[CH:28][CH:27]=[CH:26][CH:25]=3)[CH2:13][C:14]#[CH:15])=[N:9]2)=[CH:4][CH:3]=1.C(N(CC)CC)C.[F:46][C:47]1[C:55]([Cl:56])=[CH:54][CH:53]=[CH:52][C:48]=1[C:49](Cl)=[O:50], predict the reaction product. The product is: [Cl:56][C:55]1[C:47]([F:46])=[C:48]([CH:52]=[CH:53][CH:54]=1)[C:49]([N:16]([CH2:17][CH2:18][CH2:19][NH:20][C:21](=[O:30])[O:22][CH2:23][C:24]1[CH:25]=[CH:26][CH:27]=[CH:28][CH:29]=1)[C@@H:12]([C:8]1[N:7]([NH:31][C:32]2[CH:33]=[CH:34][CH:35]=[CH:36][CH:37]=2)[C:6](=[O:38])[C:5]2[C:10](=[CH:11][C:2]([Cl:1])=[CH:3][CH:4]=2)[N:9]=1)[CH2:13][C:14]#[CH:15])=[O:50]. (3) Given the reactants [OH:1][C@H:2]1[CH2:7][CH2:6][C@H:5]([C:8]([OH:10])=[O:9])[CH2:4][CH2:3]1.[Si](C=[N+]=[N-])(C)(C)[CH3:12].CCCCCC, predict the reaction product. The product is: [OH:1][C@H:2]1[CH2:7][CH2:6][C@H:5]([C:8]([O:10][CH3:12])=[O:9])[CH2:4][CH2:3]1. (4) Given the reactants [F:1][C:2]([F:14])([F:13])[C:3]1[CH:11]=[CH:10][CH:9]=[C:8]2[C:4]=1[CH2:5][CH2:6][C:7]2=O.[CH2:15]([NH2:22])[C:16]1[CH:21]=[CH:20][CH:19]=[CH:18][CH:17]=1.[BH4-].[Na+], predict the reaction product. The product is: [CH2:15]([NH:22][CH:7]1[C:8]2[C:4](=[C:3]([C:2]([F:14])([F:13])[F:1])[CH:11]=[CH:10][CH:9]=2)[CH2:5][CH2:6]1)[C:16]1[CH:21]=[CH:20][CH:19]=[CH:18][CH:17]=1. (5) Given the reactants [CH3:1][N:2]([CH3:21])[C:3]([C:5]1[C:15]([CH2:16]N(C)C)=[C:14]([OH:20])[C:8]2[N:9]=[C:10]([CH3:13])[N:11]([CH3:12])[C:7]=2[CH:6]=1)=[O:4].[Cl:22][C:23]1[CH:28]=[CH:27][CH:26]=[CH:25][C:24]=1[C:29](N1CCCC1)=[CH2:30].C[O:37]CCOC, predict the reaction product. The product is: [CH3:21][N:2]([CH3:1])[C:3]([C:5]1[C:15]([CH2:16][CH2:30][C:29]([C:24]2[CH:25]=[CH:26][CH:27]=[CH:28][C:23]=2[Cl:22])=[O:37])=[C:14]([OH:20])[C:8]2[N:9]=[C:10]([CH3:13])[N:11]([CH3:12])[C:7]=2[CH:6]=1)=[O:4]. (6) The product is: [C:30]([C:28]1[CH:27]=[C:26]([NH:34][S:35]([CH3:38])(=[O:37])=[O:36])[C:25]([O:39][CH3:40])=[C:24]([NH:23][C:16](=[O:18])[C:15]2[CH:19]=[CH:20][C:21]([CH3:22])=[C:13]([N:11]3[CH:12]=[C:8]([C:5]4[CH:6]=[N:7][C:2]([Cl:1])=[CH:3][CH:4]=4)[N:9]=[N:10]3)[CH:14]=2)[CH:29]=1)([CH3:33])([CH3:31])[CH3:32]. Given the reactants [Cl:1][C:2]1[N:7]=[CH:6][C:5]([C:8]2[N:9]=[N:10][N:11]([C:13]3[CH:14]=[C:15]([CH:19]=[CH:20][C:21]=3[CH3:22])[C:16]([OH:18])=O)[CH:12]=2)=[CH:4][CH:3]=1.[NH2:23][C:24]1[C:25]([O:39][CH3:40])=[C:26]([NH:34][S:35]([CH3:38])(=[O:37])=[O:36])[CH:27]=[C:28]([C:30]([CH3:33])([CH3:32])[CH3:31])[CH:29]=1.CCN(C(C)C)C(C)C.CN(C(ON1N=NC2C=CC=NC1=2)=[N+](C)C)C.F[P-](F)(F)(F)(F)F.C1C=CC2N(O)N=NC=2C=1, predict the reaction product. (7) Given the reactants [CH3:1][O:2][N:3]=[C:4]([C:9]1[CH:14]=[CH:13][C:12]([F:15])=[CH:11][CH:10]=1)[CH2:5][CH2:6][CH2:7]Cl.[I-:16].[Na+], predict the reaction product. The product is: [CH3:1][O:2][N:3]=[C:4]([C:9]1[CH:14]=[CH:13][C:12]([F:15])=[CH:11][CH:10]=1)[CH2:5][CH2:6][CH2:7][I:16].